This data is from Forward reaction prediction with 1.9M reactions from USPTO patents (1976-2016). The task is: Predict the product of the given reaction. The product is: [CH3:22][S:23]([O:14][CH2:13][CH2:12][CH2:11][C:5]1[N:6]=[C:7]([O:9][CH3:10])[CH:8]=[C:3]([O:2][CH3:1])[N:4]=1)(=[O:25])=[O:24]. Given the reactants [CH3:1][O:2][C:3]1[CH:8]=[C:7]([O:9][CH3:10])[N:6]=[C:5]([CH2:11][CH2:12][CH2:13][OH:14])[N:4]=1.CCN(CC)CC.[CH3:22][S:23](Cl)(=[O:25])=[O:24], predict the reaction product.